Dataset: Forward reaction prediction with 1.9M reactions from USPTO patents (1976-2016). Task: Predict the product of the given reaction. Given the reactants C(OC([N:8]1[C@H:12]([C:13]([NH2:15])=[O:14])[CH2:11][S:10][CH2:9]1)=O)(C)(C)C.[ClH:16].O1CCOCC1, predict the reaction product. The product is: [ClH:16].[S:10]1[CH2:11][C@@H:12]([C:13]([NH2:15])=[O:14])[NH:8][CH2:9]1.